Dataset: Reaction yield outcomes from USPTO patents with 853,638 reactions. Task: Predict the reaction yield, written as a fraction of the theoretical maximum amount of product (1.0 means a 100% yield; for example, 0.34 means a 34% yield). (1) The reactants are [CH2:1]([NH:8][C:9]1[C:10]2[N:11]([CH:29]=[CH:30][C:31]=2[C:32]2[CH:37]=[CH:36][CH:35]=[CH:34][CH:33]=2)[N:12]=[C:13]([C:15]2[CH:16]=[C:17]([S:21]([NH:24]C(C)(C)C)(=[O:23])=[O:22])[CH:18]=[N:19][CH:20]=2)[CH:14]=1)[C:2]1[CH:7]=[CH:6][CH:5]=[CH:4][CH:3]=1.OS(C(F)(F)F)(=O)=O. The catalyst is C(#N)C. The product is [CH2:1]([NH:8][C:9]1[C:10]2[N:11]([CH:29]=[CH:30][C:31]=2[C:32]2[CH:37]=[CH:36][CH:35]=[CH:34][CH:33]=2)[N:12]=[C:13]([C:15]2[CH:16]=[C:17]([S:21]([NH2:24])(=[O:23])=[O:22])[CH:18]=[N:19][CH:20]=2)[CH:14]=1)[C:2]1[CH:3]=[CH:4][CH:5]=[CH:6][CH:7]=1. The yield is 0.667. (2) The reactants are [Cl:1][C:2]1[C:3]([F:12])=[CH:4][C:5]([OH:11])=[C:6]([C:8](=[O:10])[CH3:9])[CH:7]=1.S(=O)(=O)(O)O.[Br:18]N1C(=O)CCC1=O. The catalyst is O.ClCCl.CC(O)=O. The product is [Br:18][C:4]1[C:5]([OH:11])=[C:6]([C:8](=[O:10])[CH3:9])[CH:7]=[C:2]([Cl:1])[C:3]=1[F:12]. The yield is 0.809. (3) The yield is 1.00. The reactants are [CH:1]([C:3]1[CH:4]=[C:5]([CH:10]=[CH:11][C:12]=1[OH:13])[C:6]([O:8][CH3:9])=[O:7])=[O:2].Br[CH2:15][CH3:16].C([O-])([O-])=O.[K+].[K+]. The product is [CH2:15]([O:13][C:12]1[CH:11]=[CH:10][C:5]([C:6]([O:8][CH3:9])=[O:7])=[CH:4][C:3]=1[CH:1]=[O:2])[CH3:16]. The catalyst is CN(C=O)C.C(Cl)Cl.CCOCC. (4) The reactants are [F:1][C:2]1[CH:7]=[CH:6][N:5]=[C:4]([C:8]([OH:10])=O)[CH:3]=1.CN(C(ON1N=NC2C=CC=NC1=2)=[N+](C)C)C.F[P-](F)(F)(F)(F)F.CN1CCOCC1.[NH2:42][C:43]1[CH:44]=[C:45]([C:48]([O:50][CH3:51])=[O:49])[S:46][CH:47]=1. The catalyst is CN(C)C=O. The product is [F:1][C:2]1[CH:7]=[CH:6][N:5]=[C:4]([C:8]([NH:42][C:43]2[CH:44]=[C:45]([C:48]([O:50][CH3:51])=[O:49])[S:46][CH:47]=2)=[O:10])[CH:3]=1. The yield is 0.560. (5) The reactants are [Cl:1][CH2:2][CH2:3][CH2:4][CH2:5][OH:6].[Si:7](Cl)([C:10]([CH3:13])([CH3:12])[CH3:11])([CH3:9])[CH3:8].N1C=CN=C1.CN(C)C=[O:23]. The catalyst is CCCCCC. The product is [Si:7]([O:6][CH:5]([OH:23])[CH2:4][CH2:3][CH2:2][Cl:1])([C:10]([CH3:13])([CH3:12])[CH3:11])([CH3:9])[CH3:8]. The yield is 0.560. (6) The reactants are C([Si](C)(C)[O:6][C@H:7]([CH3:35])[C@@H:8]([NH:22][C:23]1[CH:30]=[CH:29][C:26]([C:27]#[N:28])=[C:25]([C:31]([F:34])([F:33])[F:32])[CH:24]=1)[C:9]1[O:10][C:11]([C:14]2[CH:19]=[CH:18][C:17]([C:20]#[N:21])=[CH:16][CH:15]=2)=[N:12][N:13]=1)(C)(C)C.CCCC[N+](CCCC)(CCCC)CCCC.[F-]. The catalyst is C1COCC1. The product is [C:20]([C:17]1[CH:16]=[CH:15][C:14]([C:11]2[O:10][C:9]([C@H:8]([NH:22][C:23]3[CH:30]=[CH:29][C:26]([C:27]#[N:28])=[C:25]([C:31]([F:32])([F:34])[F:33])[CH:24]=3)[C@H:7]([OH:6])[CH3:35])=[N:13][N:12]=2)=[CH:19][CH:18]=1)#[N:21]. The yield is 0.980. (7) The reactants are CC[N:3](C1C=CC=CC=1)CC.[NH:12]1[C:20]2[C:15](=[CH:16][CH:17]=[CH:18][CH:19]=2)[CH:14]=[C:13]1[C:21]([OH:23])=O.Cl.CN(C)CCCN=C=NCC.ON1C2C=CC=CC=2N=N1. The catalyst is C1COCC1. The product is [NH:12]1[C:20]2[C:15](=[CH:16][CH:17]=[CH:18][CH:19]=2)[CH:14]=[C:13]1[C:21]([NH2:3])=[O:23]. The yield is 0.870.